Dataset: Reaction yield outcomes from USPTO patents with 853,638 reactions. Task: Predict the reaction yield, written as a fraction of the theoretical maximum amount of product (1.0 means a 100% yield; for example, 0.34 means a 34% yield). (1) The reactants are [CH3:1][C:2]1[CH:3]=[C:4]([C:13]2[C:14]([CH2:24][N:25]([CH3:36])[CH2:26][CH2:27][NH:28]C(=O)OC(C)(C)C)=[CH:15][N:16](C3CCCCO3)C=2)[CH:5]=[C:6]([CH3:12])[C:7]=1[O:8][CH:9]([CH3:11])[CH3:10].O.C(O)(C(F)(F)F)=O.CC#[N:47]. The catalyst is Cl. The product is [CH:9]([O:8][C:7]1[C:2]([CH3:1])=[CH:3][C:4]([C:13]2[C:14]([CH2:24][N:25]([CH3:36])[CH2:26][CH2:27][NH2:28])=[CH:15][NH:16][N:47]=2)=[CH:5][C:6]=1[CH3:12])([CH3:11])[CH3:10]. The yield is 0.380. (2) The reactants are Br[C:2]1[C:3]([F:19])=[CH:4][C:5]2[O:11][CH2:10][CH2:9][N:8]3[CH:12]=[C:13]([C:15]([NH2:17])=[O:16])[N:14]=[C:7]3[C:6]=2[CH:18]=1.[CH3:20][N:21]1[CH:25]=[C:24]([C:26]([OH:30])([C:28]#[CH:29])[CH3:27])[N:23]=[CH:22]1. No catalyst specified. The product is [F:19][C:3]1[C:2]([C:29]#[C:28][C:26]([OH:30])([C:24]2[N:23]=[CH:22][N:21]([CH3:20])[CH:25]=2)[CH3:27])=[CH:18][C:6]2[C:7]3[N:8]([CH:12]=[C:13]([C:15]([NH2:17])=[O:16])[N:14]=3)[CH2:9][CH2:10][O:11][C:5]=2[CH:4]=1. The yield is 0.110. (3) The reactants are [C:1]1([NH:7][C:8]2[CH:20]=[CH:19][C:11]([C:12]([NH:14][CH2:15][C:16]([OH:18])=O)=[O:13])=[CH:10][CH:9]=2)[CH:6]=[CH:5][CH:4]=[CH:3][CH:2]=1.CCN(C(C)C)C(C)C.C1C=CC2N(O)N=NC=2C=1.CCN=C=NCCCN(C)C.Cl.Cl.Cl.[Cl:54][C:55]1[CH:60]=[CH:59][CH:58]=[CH:57][C:56]=1[NH:61][CH:62]1[CH2:67][CH2:66][NH:65][CH2:64][CH2:63]1. The catalyst is CN(C=O)C.O. The product is [Cl:54][C:55]1[CH:60]=[CH:59][CH:58]=[CH:57][C:56]=1[NH:61][CH:62]1[CH2:67][CH2:66][N:65]([C:16](=[O:18])[CH2:15][NH:14][C:12](=[O:13])[C:11]2[CH:10]=[CH:9][C:8]([NH:7][C:1]3[CH:2]=[CH:3][CH:4]=[CH:5][CH:6]=3)=[CH:20][CH:19]=2)[CH2:64][CH2:63]1. The yield is 0.330. (4) The catalyst is C(O)CCC.[Cu]I. The product is [Br:19][C:20]1[CH:25]=[CH:24][C:23]([N:14]2[CH2:15][CH2:16][CH2:17][C@@:10]3([C:9](=[O:18])[N:8]([C@H:5]4[CH2:6][CH2:7][C@@H:2]([OH:1])[CH2:3][CH2:4]4)[CH2:12][CH2:11]3)[CH2:13]2)=[C:22]([F:27])[CH:21]=1. The yield is 0.542. The reactants are [OH:1][C@@H:2]1[CH2:7][CH2:6][C@H:5]([N:8]2[CH2:12][CH2:11][C@:10]3([CH2:17][CH2:16][CH2:15][NH:14][CH2:13]3)[C:9]2=[O:18])[CH2:4][CH2:3]1.[Br:19][C:20]1[CH:25]=[CH:24][C:23](I)=[C:22]([F:27])[CH:21]=1.P([O-])([O-])([O-])=O.[K+].[K+].[K+].C(O)CO. (5) The reactants are C[O:2][C:3](=[O:22])[C:4]1[CH:9]=[CH:8][C:7]([NH:10][C:11]([NH:13][C:14]2[CH:19]=[N:18][CH:17]=[CH:16][N:15]=2)=[O:12])=[C:6]([O:20][CH3:21])[CH:5]=1.O.[OH-].[Li+]. The catalyst is CO. The product is [CH3:21][O:20][C:6]1[CH:5]=[C:4]([CH:9]=[CH:8][C:7]=1[NH:10][C:11]([NH:13][C:14]1[CH:19]=[N:18][CH:17]=[CH:16][N:15]=1)=[O:12])[C:3]([OH:22])=[O:2]. The yield is 0.930. (6) The reactants are [Si:1]([C@@:8]1([OH:31])[C@@H:12]([CH2:13][O:14][Si:15]([C:18]([CH3:21])([CH3:20])[CH3:19])([CH3:17])[CH3:16])[O:11][C@@H:10]([N:22]2[CH:30]=[C:28]([CH3:29])[C:26](=[O:27])[NH:25][C:23]2=[O:24])[CH2:9]1)([C:4]([CH3:7])([CH3:6])[CH3:5])([CH3:3])[CH3:2].[C:32]([O:36][C:37](O[C:37]([O:36][C:32]([CH3:35])([CH3:34])[CH3:33])=[O:38])=[O:38])([CH3:35])([CH3:34])[CH3:33]. The catalyst is CN(C1C=CN=CC=1)C.CN(C=O)C. The product is [Si:1]([C@@:8]1([OH:31])[C@@H:12]([CH2:13][O:14][Si:15]([C:18]([CH3:19])([CH3:20])[CH3:21])([CH3:17])[CH3:16])[O:11][C@@H:10]([N:22]2[CH:30]=[C:28]([CH3:29])[C:26](=[O:27])[N:25]([C:37]([O:36][C:32]([CH3:35])([CH3:34])[CH3:33])=[O:38])[C:23]2=[O:24])[CH2:9]1)([C:4]([CH3:5])([CH3:6])[CH3:7])([CH3:2])[CH3:3]. The yield is 0.780.